This data is from NCI-60 drug combinations with 297,098 pairs across 59 cell lines. The task is: Regression. Given two drug SMILES strings and cell line genomic features, predict the synergy score measuring deviation from expected non-interaction effect. (1) Drug 1: C1CN(CCN1C(=O)CCBr)C(=O)CCBr. Drug 2: COCCOC1=C(C=C2C(=C1)C(=NC=N2)NC3=CC=CC(=C3)C#C)OCCOC.Cl. Cell line: SF-268. Synergy scores: CSS=23.5, Synergy_ZIP=-9.23, Synergy_Bliss=-3.41, Synergy_Loewe=-1.54, Synergy_HSA=-3.32. (2) Drug 1: C1=C(C(=O)NC(=O)N1)N(CCCl)CCCl. Drug 2: C1C(C(OC1N2C=NC3=C(N=C(N=C32)Cl)N)CO)O. Cell line: PC-3. Synergy scores: CSS=7.42, Synergy_ZIP=-7.63, Synergy_Bliss=-8.04, Synergy_Loewe=-9.28, Synergy_HSA=-6.79. (3) Drug 1: CN(C)C1=NC(=NC(=N1)N(C)C)N(C)C. Drug 2: C1C(C(OC1N2C=NC(=NC2=O)N)CO)O. Cell line: NCI/ADR-RES. Synergy scores: CSS=-2.12, Synergy_ZIP=-1.91, Synergy_Bliss=-6.23, Synergy_Loewe=-16.9, Synergy_HSA=-7.84. (4) Drug 1: CC1=CC=C(C=C1)C2=CC(=NN2C3=CC=C(C=C3)S(=O)(=O)N)C(F)(F)F. Drug 2: CC12CCC3C(C1CCC2O)C(CC4=C3C=CC(=C4)O)CCCCCCCCCS(=O)CCCC(C(F)(F)F)(F)F. Cell line: PC-3. Synergy scores: CSS=0.389, Synergy_ZIP=-0.378, Synergy_Bliss=-0.724, Synergy_Loewe=-1.86, Synergy_HSA=-1.24. (5) Drug 1: C(=O)(N)NO. Drug 2: C(CC(=O)O)C(=O)CN.Cl. Cell line: SK-OV-3. Synergy scores: CSS=11.7, Synergy_ZIP=-2.60, Synergy_Bliss=2.41, Synergy_Loewe=-0.861, Synergy_HSA=-1.37.